From a dataset of Forward reaction prediction with 1.9M reactions from USPTO patents (1976-2016). Predict the product of the given reaction. (1) Given the reactants Br[CH2:2][CH2:3][CH2:4][CH2:5][CH2:6][CH2:7][CH2:8][CH2:9][CH2:10][CH2:11][Br:12].[C-:13]#[C-:14].[Na+].[Na+], predict the reaction product. The product is: [Br:12][CH2:11][CH2:10][CH2:9][CH2:8][CH2:7][CH2:6][CH2:5][CH2:4][CH2:3][CH2:2][C:13]#[CH:14]. (2) Given the reactants [C:1]1([C:7]2([C:14]3[CH:19]=[CH:18][CH:17]=[CH:16][CH:15]=3)[O:13][CH:8]2[C:9]([O:11][CH3:12])=[O:10])[CH:6]=[CH:5][CH:4]=[CH:3][CH:2]=1.[Cu][C:21]#N.C[Li], predict the reaction product. The product is: [OH:13][CH:8]([C:7]([C:14]1[CH:19]=[CH:18][CH:17]=[CH:16][CH:15]=1)([C:1]1[CH:6]=[CH:5][CH:4]=[CH:3][CH:2]=1)[CH3:21])[C:9]([O:11][CH3:12])=[O:10].